Dataset: Catalyst prediction with 721,799 reactions and 888 catalyst types from USPTO. Task: Predict which catalyst facilitates the given reaction. (1) Reactant: [OH:1][CH:2]([C:8]1[CH:17]=[CH:16][CH:15]=[C:14]2[C:9]=1[CH:10]=[CH:11][N:12]=[CH:13]2)[C:3]([O:5][CH2:6][CH3:7])=[O:4].[C:18](Cl)(=[O:20])[CH3:19]. Product: [C:18]([O:1][CH:2]([C:8]1[CH:17]=[CH:16][CH:15]=[C:14]2[C:9]=1[CH:10]=[CH:11][N:12]=[CH:13]2)[C:3]([O:5][CH2:6][CH3:7])=[O:4])(=[O:20])[CH3:19]. The catalyst class is: 17. (2) Reactant: CO.[OH-].[Na+].[Cl:5][C:6]1[CH:11]=[CH:10][CH:9]=[CH:8][C:7]=1[CH2:12][C:13]([NH:15][NH2:16])=O.[N:17]1[CH:22]=[CH:21][CH:20]=[C:19]([N:23]=[C:24]=[S:25])[CH:18]=1. Product: [Cl:5][C:6]1[CH:11]=[CH:10][CH:9]=[CH:8][C:7]=1[CH2:12][C:13]1[N:23]([C:19]2[CH:18]=[N:17][CH:22]=[CH:21][CH:20]=2)[C:24](=[S:25])[NH:16][N:15]=1. The catalyst class is: 12.